Dataset: Full USPTO retrosynthesis dataset with 1.9M reactions from patents (1976-2016). Task: Predict the reactants needed to synthesize the given product. (1) The reactants are: [CH:1]1([N:6]2[CH2:12][C:11]([F:14])([F:13])[C:10](=[O:15])[N:9]([CH3:16])[C:8]3[CH:17]=[N:18][C:19]([NH:21][C:22]4[CH:30]=[CH:29][C:25]([C:26](O)=[O:27])=[CH:24][C:23]=4[O:31][CH3:32])=[N:20][C:7]2=3)[CH2:5][CH2:4][CH2:3][CH2:2]1.C(N(C(C)C)C(C)C)C.[CH3:42][N:43]([CH3:50])[CH2:44][C:45]([CH3:49])([CH3:48])[CH2:46][NH2:47]. Given the product [CH:1]1([N:6]2[CH2:12][C:11]([F:14])([F:13])[C:10](=[O:15])[N:9]([CH3:16])[C:8]3[CH:17]=[N:18][C:19]([NH:21][C:22]4[CH:30]=[CH:29][C:25]([C:26]([NH:47][CH2:46][C:45]([CH3:49])([CH3:48])[CH2:44][N:43]([CH3:50])[CH3:42])=[O:27])=[CH:24][C:23]=4[O:31][CH3:32])=[N:20][C:7]2=3)[CH2:5][CH2:4][CH2:3][CH2:2]1, predict the reactants needed to synthesize it. (2) Given the product [CH2:1]([NH:8][C:9]([NH:11][N:12]([CH2:14][C:15]([NH:18][C@H:19]([C:32]([N:34]([C@@H:46]([CH3:54])[CH:47]([O:48][CH2:49][CH3:50])[O:51][CH2:52][CH3:53])[CH2:35][C:36]1[C:45]2[C:40](=[CH:41][CH:42]=[CH:43][CH:44]=2)[CH:39]=[CH:38][CH:37]=1)=[O:33])[CH2:20][CH2:21][CH2:22][CH2:23][NH:24][C:25](=[O:31])[O:26][C:27]([CH3:28])([CH3:30])[CH3:29])=[O:17])[CH3:13])=[O:10])[C:2]1[CH:3]=[CH:4][CH:5]=[CH:6][CH:7]=1, predict the reactants needed to synthesize it. The reactants are: [CH2:1]([NH:8][C:9]([NH:11][N:12]([CH2:14][C:15]([OH:17])=O)[CH3:13])=[O:10])[C:2]1[CH:7]=[CH:6][CH:5]=[CH:4][CH:3]=1.[NH2:18][C@H:19]([C:32]([N:34]([C@@H:46]([CH3:54])[CH:47]([O:51][CH2:52][CH3:53])[O:48][CH2:49][CH3:50])[CH2:35][C:36]1[C:45]2[C:40](=[CH:41][CH:42]=[CH:43][CH:44]=2)[CH:39]=[CH:38][CH:37]=1)=[O:33])[CH2:20][CH2:21][CH2:22][CH2:23][NH:24][C:25](=[O:31])[O:26][C:27]([CH3:30])([CH3:29])[CH3:28]. (3) Given the product [Cl:12][C:13]1[CH:14]=[C:15]([CH:16]=[CH:17][C:18]=1[F:19])[O:20][C:9]1[C:8]([F:11])=[CH:7][C:4]([CH:5]=[O:6])=[CH:3][C:2]=1[F:1], predict the reactants needed to synthesize it. The reactants are: [F:1][C:2]1[CH:3]=[C:4]([CH:7]=[C:8]([F:11])[C:9]=1F)[CH:5]=[O:6].[Cl:12][C:13]1[CH:14]=[C:15]([OH:20])[CH:16]=[CH:17][C:18]=1[F:19]. (4) Given the product [Br:1][C:2]1[CH:3]=[C:4]([CH3:9])[C:5]([NH:8][C:22](=[O:23])[C:21]2[CH:25]=[CH:26][C:18]([F:17])=[CH:19][CH:20]=2)=[N:6][CH:7]=1, predict the reactants needed to synthesize it. The reactants are: [Br:1][C:2]1[CH:3]=[C:4]([CH3:9])[C:5]([NH2:8])=[N:6][CH:7]=1.C(N(CC)CC)C.[F:17][C:18]1[CH:26]=[CH:25][C:21]([C:22](Cl)=[O:23])=[CH:20][CH:19]=1.